Regression. Given a peptide amino acid sequence and an MHC pseudo amino acid sequence, predict their binding affinity value. This is MHC class I binding data. From a dataset of Peptide-MHC class I binding affinity with 185,985 pairs from IEDB/IMGT. (1) The peptide sequence is KIMDYGKYK. The MHC is HLA-A68:02 with pseudo-sequence HLA-A68:02. The binding affinity (normalized) is 0.0847. (2) The binding affinity (normalized) is 0.363. The MHC is HLA-A31:01 with pseudo-sequence HLA-A31:01. The peptide sequence is TILEYLYIMR. (3) The peptide sequence is ALSYSTGA. The MHC is HLA-A68:02 with pseudo-sequence HLA-A68:02. The binding affinity (normalized) is 0. (4) The peptide sequence is NASQHPQQV. The MHC is HLA-A02:01 with pseudo-sequence HLA-A02:01. The binding affinity (normalized) is 0. (5) The peptide sequence is LQIVRFTDY. The MHC is HLA-B08:02 with pseudo-sequence HLA-B08:02. The binding affinity (normalized) is 0.0847. (6) The peptide sequence is STGPLHGCK. The MHC is HLA-A24:03 with pseudo-sequence HLA-A24:03. The binding affinity (normalized) is 0.167.